From a dataset of Catalyst prediction with 721,799 reactions and 888 catalyst types from USPTO. Predict which catalyst facilitates the given reaction. (1) Reactant: [Br:1][C:2]1[CH:3]=[CH:4][C:5]([NH:16][CH2:17][CH:18]2[CH2:20][CH2:19]2)=[C:6]([NH:8][C:9](=O)[CH2:10][C:11]([CH3:14])([CH3:13])[CH3:12])[CH:7]=1.O.C1(C)C=CC(S(O)(=O)=O)=CC=1. Product: [Br:1][C:2]1[CH:3]=[CH:4][C:5]2[N:16]([CH2:17][CH:18]3[CH2:20][CH2:19]3)[C:9]([CH2:10][C:11]([CH3:14])([CH3:13])[CH3:12])=[N:8][C:6]=2[CH:7]=1. The catalyst class is: 11. (2) Reactant: [NH2:1][C:2]1[N:6]([C:7]2[CH:12]=[CH:11][C:10]([F:13])=[CH:9][CH:8]=2)[N:5]=[CH:4][C:3]=1[C:14]([OH:16])=O.C(N(C(C)C)CC)(C)C.F[P-](F)(F)(F)(F)F.N1(OC(N(C)C)=[N+](C)C)C2N=CC=CC=2N=N1.[NH2:50][CH2:51][C@@:52]([OH:59])([C:55]([F:58])([F:57])[F:56])[CH2:53][OH:54]. Product: [NH2:1][C:2]1[N:6]([C:7]2[CH:8]=[CH:9][C:10]([F:13])=[CH:11][CH:12]=2)[N:5]=[CH:4][C:3]=1[C:14]([NH:50][CH2:51][C@:52]([OH:59])([CH2:53][OH:54])[C:55]([F:58])([F:57])[F:56])=[O:16]. The catalyst class is: 9. (3) Reactant: F[C:2]1[CH:22]=[CH:21][C:5]2[N:6]3[CH:11]=[C:10]([C:12]4[CH:17]=[CH:16][C:15]([N:18]([CH3:20])[CH3:19])=[CH:14][CH:13]=4)[N:9]=[C:7]3[S:8][C:4]=2[CH:3]=1.[I:23]I.[O-]S([O-])(=S)=O.[Na+].[Na+]. Product: [I:23][C:2]1[CH:22]=[CH:21][C:5]2[N:6]3[CH:11]=[C:10]([C:12]4[CH:17]=[CH:16][C:15]([N:18]([CH3:20])[CH3:19])=[CH:14][CH:13]=4)[N:9]=[C:7]3[S:8][C:4]=2[CH:3]=1. The catalyst class is: 2. (4) Reactant: O.[Cl-].CO[C:5]1[CH:18]=[C:9]2C=C[NH+](C)[C:13]3[CH:14]=[CH:15]N=[C:7]([C:8]=32)[C:6]=1[O:19]C.C[O:22][C:23]1C=C2C=C[NH+](C)C3C=CN=[C:25](C=32)[C:24]=1OC.[Cl-]. Product: [CH:15]1[CH:14]=[C:13]([C:8]2[CH:9]=[CH:18][CH:5]=[C:6]([OH:19])[CH:7]=2)[C:23]([OH:22])=[CH:24][CH:25]=1. The catalyst class is: 201. (5) Reactant: [Cl:1][C:2]1[N:3]=[C:4]2[CH:9]=[CH:8][C:7]([CH2:10][CH2:11][CH3:12])=[N:6][N:5]2[CH:13]=1.[Cl:14][S:15](O)(=[O:17])=[O:16].C(N(CC)CC)C.P(Cl)(Cl)(Cl)=O. Product: [Cl:1][C:2]1[N:3]=[C:4]2[CH:9]=[CH:8][C:7]([CH2:10][CH2:11][CH3:12])=[N:6][N:5]2[C:13]=1[S:15]([Cl:14])(=[O:17])=[O:16]. The catalyst class is: 325. (6) Reactant: [Cl:1][C:2]1[N:7]=[C:6]([NH2:8])[C:5](I)=[CH:4][CH:3]=1.C1N2CCN(CC2)C1.[C:18]([OH:23])(=[O:22])[C:19]([CH3:21])=O. Product: [Cl:1][C:2]1[N:7]=[C:6]2[NH:8][C:19]([C:18]([OH:23])=[O:22])=[CH:21][C:5]2=[CH:4][CH:3]=1. The catalyst class is: 416. (7) Reactant: [OH:1][C:2]1[CH:3]=[C:4]([CH:9]=[CH:10][C:11]([OH:13])=[O:12])[CH:5]=[CH:6][C:7]=1[OH:8].S(Cl)(Cl)=O.[N+:18]([CH2:21][CH2:22]O)([O-:20])=[O:19]. Product: [N+:18]([CH2:21][CH2:22][O:12][C:11](=[O:13])/[CH:10]=[CH:9]/[C:4]1[CH:5]=[CH:6][C:7]([OH:8])=[C:2]([OH:1])[CH:3]=1)([O-:20])=[O:19]. The catalyst class is: 7.